Dataset: Tyrosyl-DNA phosphodiesterase HTS with 341,365 compounds. Task: Binary Classification. Given a drug SMILES string, predict its activity (active/inactive) in a high-throughput screening assay against a specified biological target. (1) The drug is o1c(C(NCc2ccccc2)(CC=C)C)ccc1. The result is 0 (inactive). (2) The compound is O=c1c2c(n(CC(=O)Nc3c(OC)ccc(OC)c3)cc1C(=O)c1ccc(cc1)CC)ccc(c2)C. The result is 0 (inactive). (3) The drug is O(Cc1c(C(=O)Nc2cc3c(nc(cc3N)C)cc2)cccc1)c1ccc(CC)cc1. The result is 0 (inactive). (4) The compound is o1c(/C=C\C(=O)Nc2c(cccc2)C(O)=O)ccc1. The result is 1 (active). (5) The compound is Clc1ccc(S(Oc2cc3O\C(C(=O)c3cc2)=C/c2cccnc2)(=O)=O)cc1. The result is 0 (inactive). (6) The drug is O(C(=O)C(N1C(=O)c2c(C1=O)cccc2)C(C)C)CC(=O)c1cc2NC(=O)COc2cc1. The result is 0 (inactive).